Predict the reactants needed to synthesize the given product. From a dataset of Full USPTO retrosynthesis dataset with 1.9M reactions from patents (1976-2016). (1) Given the product [CH2:35]([C:33]1[CH:32]=[C:31]([O:37][CH2:38][CH2:39][OH:40])[C:30]([F:41])=[C:29]([CH:16]([NH:15][C:13]2[CH:14]=[C:9]3[C:10](=[CH:11][CH:12]=2)[C:42](=[NH:43])[NH:7][CH2:8]3)[C:17]2[NH:21][C:20](=[O:22])[N:19]([C:23]3[N:24]=[CH:25][CH:26]=[CH:27][N:28]=3)[N:18]=2)[CH:34]=1)[CH3:36], predict the reactants needed to synthesize it. The reactants are: C(OC(=O)[NH:7][CH2:8][C:9]1[CH:14]=[C:13]([NH:15][CH:16]([C:29]2[CH:34]=[C:33]([CH2:35][CH3:36])[CH:32]=[C:31]([O:37][CH2:38][CH2:39][OH:40])[C:30]=2[F:41])[C:17]2[NH:21][C:20](=[O:22])[N:19]([C:23]3[N:28]=[CH:27][CH:26]=[CH:25][N:24]=3)[N:18]=2)[CH:12]=[CH:11][C:10]=1[C:42]#[N:43])(C)(C)C.ClCCl.C(OCC)(=O)C.Cl. (2) Given the product [CH:1]1[C:13]2[CH:12]([CH2:14][O:15][C:16]([NH:18][C@H:19]([C:30]([NH2:32])=[O:31])[CH2:20][O:21][CH2:22][C:23]([OH:25])=[O:24])=[O:17])[C:11]3[C:6](=[CH:7][CH:8]=[CH:9][CH:10]=3)[C:5]=2[CH:4]=[CH:3][CH:2]=1, predict the reactants needed to synthesize it. The reactants are: [CH:1]1[C:13]2[CH:12]([CH2:14][O:15][C:16]([NH:18][C@H:19]([C:30]([NH2:32])=[O:31])[CH2:20][O:21][CH2:22][C:23]([O:25]C(C)(C)C)=[O:24])=[O:17])[C:11]3[C:6](=[CH:7][CH:8]=[CH:9][CH:10]=3)[C:5]=2[CH:4]=[CH:3][CH:2]=1.Cl. (3) Given the product [NH:1]1[C:9]2[C:4](=[CH:5][CH:6]=[CH:7][CH:8]=2)[CH:3]=[C:2]1[CH2:10][OH:11], predict the reactants needed to synthesize it. The reactants are: [NH:1]1[C:9]2[C:4](=[CH:5][CH:6]=[CH:7][CH:8]=2)[CH:3]=[C:2]1[C:10](OCC)=[O:11].[H-].[Al+3].[Li+].[H-].[H-].[H-]. (4) Given the product [Cl:1][C:2]1[C:7]([S:8]([CH3:11])(=[O:9])=[O:10])=[CH:6][C:5]([C:12]2[N:13]([C:33]([N:47]3[CH2:46][CH2:45][C:44]4([CH2:43][CH2:42][N:41]([CH2:50][C:51]([NH2:53])=[O:52])[CH2:40][CH2:39]4)[CH2:49][CH2:48]3)=[O:34])[C@@:14]([C:26]3[CH:27]=[CH:28][C:29]([Cl:32])=[CH:30][CH:31]=3)([CH3:25])[C@@:15]([C:18]3[CH:19]=[CH:20][C:21]([Cl:24])=[CH:22][CH:23]=3)([CH3:17])[N:16]=2)=[C:4]([O:36][CH2:37][CH3:38])[CH:3]=1, predict the reactants needed to synthesize it. The reactants are: [Cl:1][C:2]1[C:7]([S:8]([CH3:11])(=[O:10])=[O:9])=[CH:6][C:5]([C:12]2[N:13]([C:33](Cl)=[O:34])[C@@:14]([C:26]3[CH:31]=[CH:30][C:29]([Cl:32])=[CH:28][CH:27]=3)([CH3:25])[C@@:15]([C:18]3[CH:23]=[CH:22][C:21]([Cl:24])=[CH:20][CH:19]=3)([CH3:17])[N:16]=2)=[C:4]([O:36][CH2:37][CH3:38])[CH:3]=1.[CH2:39]1[C:44]2([CH2:49][CH2:48][NH:47][CH2:46][CH2:45]2)[CH2:43][CH2:42][N:41]([CH2:50][C:51]([NH2:53])=[O:52])[CH2:40]1. (5) Given the product [O:22]=[C:20]1[NH:19][C:18](=[O:23])[C:17](=[CH:16][C:13]2[CH:12]=[CH:11][C:10]([C:6]3[CH:7]=[CH:8][CH:9]=[C:4]([CH2:3][N:2]([CH3:1])[C:26](=[O:27])[C:25]([CH3:30])([CH3:29])[CH3:24])[CH:5]=3)=[CH:15][CH:14]=2)[S:21]1, predict the reactants needed to synthesize it. The reactants are: [CH3:1][NH:2][CH2:3][C:4]1[CH:5]=[C:6]([C:10]2[CH:15]=[CH:14][C:13]([CH:16]=[C:17]3[S:21][C:20](=[O:22])[NH:19][C:18]3=[O:23])=[CH:12][CH:11]=2)[CH:7]=[CH:8][CH:9]=1.[CH3:24][C:25]([CH3:30])([CH3:29])[C:26](Cl)=[O:27]. (6) Given the product [O:16]=[C:9]([NH:8][C:5]1[CH:4]=[CH:3][C:2]([CH:17]=[CH2:18])=[CH:7][N:6]=1)[CH2:10][CH2:11][C:12]([O:14][CH3:15])=[O:13], predict the reactants needed to synthesize it. The reactants are: Br[C:2]1[CH:3]=[CH:4][C:5]([NH:8][C:9](=[O:16])[CH2:10][CH2:11][C:12]([O:14][CH3:15])=[O:13])=[N:6][CH:7]=1.[C:17]1(P(C2C=CC=CC=2)C2C=CC=CC=2)C=CC=C[CH:18]=1.C([Sn](CCCC)(CCCC)C=C)CCC. (7) Given the product [CH2:1]([O:3][C:4]([C:6]1[N:7]([CH3:16])[N:8]=[C:9]([CH:11]2[CH2:15][CH2:14][CH2:13][CH2:12]2)[CH:10]=1)=[O:5])[CH3:2], predict the reactants needed to synthesize it. The reactants are: [CH2:1]([O:3][C:4]([C:6]1[CH:10]=[C:9]([CH:11]2[CH2:15][CH2:14][CH2:13][CH2:12]2)[NH:8][N:7]=1)=[O:5])[CH3:2].[CH3:16]OS(OC)(=O)=O. (8) The reactants are: [CH:1]([NH2:4])([CH3:3])[CH3:2].[Cl:5][C:6]1[CH:11]=[CH:10][C:9]([C@@H:12]2[C@:14]3([C:22]4[C:17](=[CH:18][CH:19]=[CH:20][CH:21]=4)[N:16]([CH2:23][C:24]4[CH:25]=[C:26]([CH:30]=[CH:31][CH:32]=4)[C:27]([OH:29])=O)[C:15]3=[O:33])[CH2:13]2)=[CH:8][CH:7]=1. Given the product [Cl:5][C:6]1[CH:7]=[CH:8][C:9]([C@@H:12]2[C@:14]3([C:22]4[C:17](=[CH:18][CH:19]=[CH:20][CH:21]=4)[N:16]([CH2:23][C:24]4[CH:25]=[C:26]([CH:30]=[CH:31][CH:32]=4)[C:27]([NH:4][CH:1]([CH3:3])[CH3:2])=[O:29])[C:15]3=[O:33])[CH2:13]2)=[CH:10][CH:11]=1, predict the reactants needed to synthesize it.